This data is from Forward reaction prediction with 1.9M reactions from USPTO patents (1976-2016). The task is: Predict the product of the given reaction. (1) The product is: [CH2:35]([O:37][CH2:38][C:39]1[N:14]([CH2:13][C:2]2([OH:1])[CH2:7][CH2:6][N:5]([C:8]([O:10][CH2:11][CH3:12])=[O:9])[CH2:4][CH2:3]2)[C:15]2[C:24]3[CH:23]=[CH:22][CH:21]=[CH:20][C:19]=3[N:18]=[CH:17][C:16]=2[N:25]=1)[CH3:36]. Given the reactants [OH:1][C:2]1([CH2:13][NH:14][C:15]2[C:24]3[C:19](=[CH:20][CH:21]=[CH:22][CH:23]=3)[N:18]=[CH:17][C:16]=2[N+:25]([O-])=O)[CH2:7][CH2:6][N:5]([C:8]([O:10][CH2:11][CH3:12])=[O:9])[CH2:4][CH2:3]1.C(N(CC)CC)C.[CH2:35]([O:37][CH2:38][C:39](Cl)=O)[CH3:36], predict the reaction product. (2) Given the reactants C([Si](C)(C)[O:6][C:7]1[CH:8]=[C:9]([O:16][Si:17]([C:30]([CH3:33])([CH3:32])[CH3:31])([C:24]2[CH:29]=[CH:28][CH:27]=[CH:26][CH:25]=2)[C:18]2[CH:23]=[CH:22][CH:21]=[CH:20][CH:19]=2)[C:10]([F:15])=[C:11]([CH:14]=1)C=O)(C)(C)C.[NH2:36][C:37]1[CH:44]=[CH:43][C:40]([C:41]#[N:42])=[CH:39][CH:38]=1.C1(C)C=CC(S(C[N+]#[C-])(=O)=[O:52])=CC=1.B(F)(F)F.[CH3:62][CH2:63][O:64][CH2:65][CH3:66], predict the reaction product. The product is: [CH2:63]([O:64][C:65](=[O:52])[CH:66]([C:11]1[CH:14]=[C:7]([OH:6])[CH:8]=[C:9]([O:16][Si:17]([C:30]([CH3:32])([CH3:33])[CH3:31])([C:18]2[CH:19]=[CH:20][CH:21]=[CH:22][CH:23]=2)[C:24]2[CH:25]=[CH:26][CH:27]=[CH:28][CH:29]=2)[C:10]=1[F:15])[NH:36][C:37]1[CH:44]=[CH:43][C:40]([C:41]#[N:42])=[CH:39][CH:38]=1)[CH3:62]. (3) Given the reactants O1CCCCC1[N:7]1[C:15]2[C:10](=[CH:11][C:12]([C:16]([NH2:18])=[O:17])=[CH:13][CH:14]=2)[C:9]([C:19]2[CH:24]=[CH:23][CH:22]=[C:21]([NH:25][C:26](=[O:35])[CH2:27][CH2:28][CH:29]3[CH2:34][CH2:33][CH2:32][NH:31][CH2:30]3)[CH:20]=2)=[N:8]1, predict the reaction product. The product is: [NH:31]1[CH2:32][CH2:33][CH2:34][CH:29]([CH2:28][CH2:27][C:26]([NH:25][C:21]2[CH:20]=[C:19]([C:9]3[C:10]4[C:15](=[CH:14][CH:13]=[C:12]([C:16]([NH2:18])=[O:17])[CH:11]=4)[NH:7][N:8]=3)[CH:24]=[CH:23][CH:22]=2)=[O:35])[CH2:30]1. (4) Given the reactants [C:1]([O:5][C:6](=[O:19])[N:7]=[C:8]([C:12]1[CH:17]=[CH:16][CH:15]=[C:14]([Br:18])[CH:13]=1)[CH:9]([F:11])[F:10])([CH3:4])([CH3:3])[CH3:2].[CH:20]([Mg]Br)=[CH2:21].[NH4+].[Cl-], predict the reaction product. The product is: [C:1]([O:5][C:6](=[O:19])[NH:7][C:8]([C:12]1[CH:17]=[CH:16][CH:15]=[C:14]([Br:18])[CH:13]=1)([CH:9]([F:10])[F:11])[CH:20]=[CH2:21])([CH3:4])([CH3:2])[CH3:3]. (5) Given the reactants Cl[C:2]1[C:11]2[C:6](=[CH:7][C:8]([O:20][CH3:21])=[CH:9][C:10]=2[O:12][CH:13]2[CH2:18][CH2:17][N:16]([CH3:19])[CH2:15][CH2:14]2)[N:5]=[CH:4][N:3]=1.[NH2:22][C:23]1[CH:28]=[CH:27][C:26]([OH:29])=[C:25]([Cl:30])[CH:24]=1, predict the reaction product. The product is: [Cl:30][C:25]1[CH:24]=[C:23]([CH:28]=[CH:27][C:26]=1[OH:29])[NH:22][C:2]1[C:11]2[C:6](=[CH:7][C:8]([O:20][CH3:21])=[CH:9][C:10]=2[O:12][CH:13]2[CH2:18][CH2:17][N:16]([CH3:19])[CH2:15][CH2:14]2)[N:5]=[CH:4][N:3]=1. (6) Given the reactants [CH3:1][C:2]1([CH3:26])[CH2:11][CH2:10][C:9]([CH3:13])([CH3:12])[C:8]2[CH:7]=[C:6]([Se:14][C:15]#[C:16][C:17]3[CH:25]=[CH:24][C:20]([C:21]([OH:23])=O)=[CH:19][CH:18]=3)[CH:5]=[CH:4][C:3]1=2.ON1C2C=CC=CC=2N=N1.CN(C)CCCN=C=NCC.[NH2:48][C:49]1[CH:54]=[CH:53][C:52]([OH:55])=[CH:51][CH:50]=1, predict the reaction product. The product is: [OH:55][C:52]1[CH:53]=[CH:54][C:49]([NH:48][C:21](=[O:23])[C:20]2[CH:19]=[CH:18][C:17]([C:16]#[C:15][Se:14][C:6]3[CH:5]=[CH:4][C:3]4[C:2]([CH3:1])([CH3:26])[CH2:11][CH2:10][C:9]([CH3:12])([CH3:13])[C:8]=4[CH:7]=3)=[CH:25][CH:24]=2)=[CH:50][CH:51]=1. (7) Given the reactants [Cl-].[CH2:2]([O:9][C:10]1[CH:15]=[C:14]([O:16][CH2:17][C:18]2[CH:23]=[CH:22][CH:21]=[CH:20][CH:19]=2)[CH:13]=[CH:12][C:11]=1[CH:24]1[CH2:29][CH2:28][NH2+:27][CH2:26][CH2:25]1)[C:3]1[CH:8]=[CH:7][CH:6]=[CH:5][CH:4]=1.C(N(CC)C(C)C)(C)C.[N+](C1C=CC([O:48][C:49](=O)[NH:50][C:51]2[CH:56]=[CH:55][CH:54]=[CH:53][N:52]=2)=CC=1)([O-])=O.O, predict the reaction product. The product is: [N:52]1[CH:53]=[CH:54][CH:55]=[CH:56][C:51]=1[NH:50][C:49]([N:27]1[CH2:28][CH2:29][CH:24]([C:11]2[CH:12]=[CH:13][C:14]([O:16][CH2:17][C:18]3[CH:19]=[CH:20][CH:21]=[CH:22][CH:23]=3)=[CH:15][C:10]=2[O:9][CH2:2][C:3]2[CH:4]=[CH:5][CH:6]=[CH:7][CH:8]=2)[CH2:25][CH2:26]1)=[O:48]. (8) Given the reactants [C:1]1(/[C:7](/[C:17]#[N:18])=[C:8](/[C:11]2[CH:16]=[CH:15][CH:14]=[CH:13][CH:12]=2)\[C:9]#[N:10])[CH:6]=[CH:5][CH:4]=[CH:3][CH:2]=1.[NH2:19][C:20]1[C:29]2[C:24](=[CH:25][CH:26]=[CH:27][CH:28]=2)[CH:23]=[CH:22][N:21]=1.[Cl-].[Cl-].[Ca+2], predict the reaction product. The product is: [C:20]1([N:18]=[C:17]2[C:7]([C:1]3[CH:2]=[CH:3][CH:4]=[CH:5][CH:6]=3)=[C:8]([C:11]3[CH:16]=[CH:15][CH:14]=[CH:13][CH:12]=3)[C:9](=[N:19][C:20]3[C:29]4[C:24](=[CH:25][CH:26]=[CH:27][CH:28]=4)[CH:23]=[CH:22][N:21]=3)[NH:10]2)[C:29]2[C:24](=[CH:25][CH:26]=[CH:27][CH:28]=2)[CH:23]=[CH:22][N:21]=1. (9) Given the reactants [C:1]([C:5]1[CH:33]=[CH:32][C:8]([CH2:9][N:10]([CH2:20][C:21]2[CH:22]=[C:23]([CH:29]=[CH:30][CH:31]=2)[O:24][CH2:25][C:26]([OH:28])=[O:27])[S:11]([C:14]2[CH:15]=[N:16][CH:17]=[CH:18][CH:19]=2)(=[O:13])=[O:12])=[CH:7][CH:6]=1)([CH3:4])([CH3:3])[CH3:2].CO.[OH-].[Na+], predict the reaction product. The product is: [OH2:12].[C:1]([C:5]1[CH:6]=[CH:7][C:8]([CH2:9][N:10]([CH2:20][C:21]2[CH:22]=[C:23]([CH:29]=[CH:30][CH:31]=2)[O:24][CH2:25][C:26]([OH:28])=[O:27])[S:11]([C:14]2[CH:15]=[N:16][CH:17]=[CH:18][CH:19]=2)(=[O:12])=[O:13])=[CH:32][CH:33]=1)([CH3:4])([CH3:2])[CH3:3].[C:1]([C:5]1[CH:6]=[CH:7][C:8]([CH2:9][N:10]([CH2:20][C:21]2[CH:22]=[C:23]([CH:29]=[CH:30][CH:31]=2)[O:24][CH2:25][C:26]([OH:28])=[O:27])[S:11]([C:14]2[CH:15]=[N:16][CH:17]=[CH:18][CH:19]=2)(=[O:12])=[O:13])=[CH:32][CH:33]=1)([CH3:4])([CH3:2])[CH3:3].